From a dataset of Forward reaction prediction with 1.9M reactions from USPTO patents (1976-2016). Predict the product of the given reaction. (1) Given the reactants [CH3:1][C:2]1[C:11]2[S:10][C:9]([C:12]3[N:17]=[C:16]([C:18]([NH:20][CH2:21][CH2:22][CH2:23][CH2:24][CH2:25][CH2:26][NH:27]C(=O)OC(C)(C)C)=[O:19])[CH:15]=[CH:14][CH:13]=3)=[N:8][C:7](=[O:35])[C:6]=2[CH:5]=[CH:4][CH:3]=1.[ClH:36], predict the reaction product. The product is: [ClH:36].[NH2:27][CH2:26][CH2:25][CH2:24][CH2:23][CH2:22][CH2:21][NH:20][C:18]([C:16]1[CH:15]=[CH:14][CH:13]=[C:12]([C:9]2[S:10][C:11]3[C:2]([CH3:1])=[CH:3][CH:4]=[CH:5][C:6]=3[C:7](=[O:35])[N:8]=2)[N:17]=1)=[O:19]. (2) Given the reactants [C:1]([C:4]1[CH:5]=[CH:6][C:7]([N:22]2[CH2:27][CH2:26][CH2:25][C@@H:24]([NH:28]C(=O)OC(C)(C)C)[CH2:23]2)=[N:8][C:9]=1[NH:10][C:11]1[CH:16]=[CH:15][C:14]([N:17]([CH2:20][CH3:21])[CH2:18][CH3:19])=[CH:13][CH:12]=1)(=[O:3])[NH2:2].C(O)(C(F)(F)F)=O, predict the reaction product. The product is: [NH2:28][C@@H:24]1[CH2:25][CH2:26][CH2:27][N:22]([C:7]2[CH:6]=[CH:5][C:4]([C:1]([NH2:2])=[O:3])=[C:9]([NH:10][C:11]3[CH:16]=[CH:15][C:14]([N:17]([CH2:20][CH3:21])[CH2:18][CH3:19])=[CH:13][CH:12]=3)[N:8]=2)[CH2:23]1. (3) Given the reactants [Cl:1][C:2]1[C:7]2OCO[C:6]=2[CH:5]=[C:4]([C:11]2[C:15]([C:16]([F:19])([F:18])[F:17])=[N:14][N:13]([C:20]3[N:25]=[CH:24][CH:23]=[CH:22][N:21]=3)[C:12]=2[NH2:26])[CH:3]=1.[H-].[Na+].[CH2:29]([N:31]=[C:32]=[O:33])[CH3:30].[OH2:34], predict the reaction product. The product is: [Cl:1][C:2]1[CH:3]=[C:4]([C:11]2[C:15]([C:16]([F:18])([F:17])[F:19])=[N:14][N:13]([C:20]3[N:25]=[CH:24][CH:23]=[CH:22][N:21]=3)[C:12]=2[N:26]([C:32](=[O:33])[NH:31][CH2:29][CH3:30])[C:20]([NH:13][CH2:12][CH3:11])=[O:34])[CH:5]=[C:6]([C:16]([F:19])([F:18])[F:17])[CH:7]=1. (4) The product is: [CH3:31][C:29]([OH:32])([C:24]1[CH:25]=[CH:26][CH:27]=[CH:28][C:23]=1[CH2:22][CH2:21][C@@H:20]([S:47][CH2:48][C:49]1([CH2:52][C:53]([OH:55])=[O:54])[CH2:51][CH2:50]1)[C:16]1[CH:17]=[CH:18][CH:19]=[C:14](/[CH:13]=[CH:12]/[C:8]2[CH:7]=[CH:6][C:5]3[CH:4]=[CH:3][C:2]([Cl:1])=[CH:11][C:10]=3[N:9]=2)[CH:15]=1)[CH3:30]. Given the reactants [Cl:1][C:2]1[CH:11]=[C:10]2[C:5]([CH:6]=[CH:7][C:8]([CH:12]=[CH:13][C:14]3[CH:15]=[C:16]([C@@H:20](OS(C)(=O)=O)[CH2:21][CH2:22][C:23]4[CH:28]=[CH:27][CH:26]=[CH:25][C:24]=4[C:29]([O:32]C4CCCCO4)([CH3:31])[CH3:30])[CH:17]=[CH:18][CH:19]=3)=[N:9]2)=[CH:4][CH:3]=1.C([S:47][CH2:48][C:49]1([CH2:52][C:53]([O:55]C)=[O:54])[CH2:51][CH2:50]1)(=O)C, predict the reaction product. (5) Given the reactants [O:1]=[C:2]1[CH2:11][CH2:10][C:9]2[C:4](=[CH:5][CH:6]=[C:7](B(O)O)[CH:8]=2)[NH:3]1.[Br:15][C:16]1[CH:21]=[CH:20][C:19](Br)=[CH:18][C:17]=1[N+:23]([O-:25])=[O:24].O, predict the reaction product. The product is: [Br:15][C:16]1[CH:21]=[CH:20][C:19]([C:7]2[CH:8]=[C:9]3[C:4](=[CH:5][CH:6]=2)[NH:3][C:2](=[O:1])[CH2:11][CH2:10]3)=[CH:18][C:17]=1[N+:23]([O-:25])=[O:24]. (6) Given the reactants [C:1]([O:5][C:6](=[O:20])[C:7]([S:10][C:11]1[S:12][CH:13]=[C:14]([CH2:16][C:17]([OH:19])=[O:18])[N:15]=1)([CH3:9])[CH3:8])([CH3:4])([CH3:3])[CH3:2].[CH:21]1[C:33]2[CH:32]([CH2:34]O)[C:31]3[C:26](=[CH:27][CH:28]=[CH:29][CH:30]=3)[C:25]=2[CH:24]=[CH:23][CH:22]=1.C(N=C=NC(C)C)(C)C, predict the reaction product. The product is: [C:1]([O:5][C:6](=[O:20])[C:7]([S:10][C:11]1[S:12][CH:13]=[C:14]([CH2:16][C:17]([O:19][CH2:34][CH:32]2[C:33]3[CH:21]=[CH:22][CH:23]=[CH:24][C:25]=3[C:26]3[C:31]2=[CH:30][CH:29]=[CH:28][CH:27]=3)=[O:18])[N:15]=1)([CH3:9])[CH3:8])([CH3:2])([CH3:3])[CH3:4]. (7) The product is: [Cl:14][C:8]1[CH:7]=[C:6]2[C:11]([C:12](=[O:13])[C:3]([CH2:2][NH:1][C:33]([C:31]3[N:30]=[N:29][N:28]([CH2:21][C:22]4[CH:27]=[CH:26][CH:25]=[CH:24][CH:23]=4)[CH:32]=3)=[O:34])=[CH:4][N:5]2[C:15]2[CH:16]=[CH:17][CH:18]=[CH:19][CH:20]=2)=[CH:10][CH:9]=1. Given the reactants [NH2:1][CH2:2][C:3]1[C:12](=[O:13])[C:11]2[C:6](=[CH:7][C:8]([Cl:14])=[CH:9][CH:10]=2)[N:5]([C:15]2[CH:20]=[CH:19][CH:18]=[CH:17][CH:16]=2)[CH:4]=1.[CH2:21]([N:28]1[CH:32]=[C:31]([C:33](O)=[O:34])[N:30]=[N:29]1)[C:22]1[CH:27]=[CH:26][CH:25]=[CH:24][CH:23]=1, predict the reaction product.